From a dataset of Full USPTO retrosynthesis dataset with 1.9M reactions from patents (1976-2016). Predict the reactants needed to synthesize the given product. (1) Given the product [CH3:27][NH:28][C:29]([C:31]1[CH:36]=[C:35]([S:37][C:38]2[CH:43]=[CH:42][C:41]([NH:44][C:8]([NH:9][C:10]3[N:11]([C:19]4[CH:24]=[CH:23][CH:22]=[C:21]([F:25])[CH:20]=4)[N:12]=[C:13]([C:15]([CH3:16])([CH3:17])[CH3:18])[CH:14]=3)=[O:7])=[CH:40][CH:39]=2)[CH:34]=[CH:33][N:32]=1)=[O:30], predict the reactants needed to synthesize it. The reactants are: C1([O:7][C:8](=O)[NH:9][C:10]2[N:11]([C:19]3[CH:24]=[CH:23][CH:22]=[C:21]([F:25])[CH:20]=3)[N:12]=[C:13]([C:15]([CH3:18])([CH3:17])[CH3:16])[CH:14]=2)C=CC=CC=1.[CH3:27][NH:28][C:29]([C:31]1[CH:36]=[C:35]([S:37][C:38]2[CH:43]=[CH:42][C:41]([NH2:44])=[CH:40][CH:39]=2)[CH:34]=[CH:33][N:32]=1)=[O:30].C(N(CC)CC)C. (2) Given the product [Cl:1][C:2]1[CH:27]=[C:26]([Cl:28])[CH:25]=[CH:24][C:3]=1[O:4][C:5]1[CH:10]=[CH:9][CH:8]=[CH:7][C:6]=1[NH:11][S:12]([C:15]1[CH:23]=[CH:22][C:18]([C:19]([N:42]2[CH2:43][CH2:44][CH:39]([C:37]([N:34]3[CH2:35][CH2:36][N:31]([CH3:30])[CH2:32][CH2:33]3)=[O:38])[CH2:40][CH2:41]2)=[O:21])=[CH:17][CH:16]=1)(=[O:14])=[O:13], predict the reactants needed to synthesize it. The reactants are: [Cl:1][C:2]1[CH:27]=[C:26]([Cl:28])[CH:25]=[CH:24][C:3]=1[O:4][C:5]1[CH:10]=[CH:9][CH:8]=[CH:7][C:6]=1[NH:11][S:12]([C:15]1[CH:23]=[CH:22][C:18]([C:19]([OH:21])=O)=[CH:17][CH:16]=1)(=[O:14])=[O:13].Cl.[CH3:30][N:31]1[CH2:36][CH2:35][N:34]([C:37]([CH:39]2[CH2:44][CH2:43][NH:42][CH2:41][CH2:40]2)=[O:38])[CH2:33][CH2:32]1. (3) The reactants are: [Cl:1][C:2]1[N:10]=[C:9]2[C:5]([N:6]=[CH:7][N:8]2C2CCCCO2)=[C:4]([NH:17][CH:18]([C:20]2[N:21]([C:32]3[CH:37]=[CH:36][CH:35]=[CH:34][CH:33]=3)[C:22](=[O:31])[C:23]3[C:28]([CH:29]=2)=[CH:27][CH:26]=[CH:25][C:24]=3[CH3:30])[CH3:19])[N:3]=1.C([O-])(O)=O.[Na+].[Cl:43][C:44]1[N:52]=[C:51]2[C:47]([N:48]=[CH:49][NH:50]2)=[C:46]([NH:53][C@H:54]([C:56]2[N:57]([C:68]3[CH:73]=[CH:72][CH:71]=[CH:70][CH:69]=3)[C:58](=[O:67])[C:59]3[C:64]([CH:65]=2)=[CH:63][CH:62]=[CH:61][C:60]=3[CH3:66])[CH3:55])[N:45]=1. Given the product [Cl:1][C:2]1[N:10]=[C:9]2[C:5]([N:6]=[CH:7][NH:8]2)=[C:4]([NH:17][C@H:18]([C:20]2[N:21]([C:32]3[CH:37]=[CH:36][CH:35]=[CH:34][CH:33]=3)[C:22](=[O:31])[C:23]3[C:28]([CH:29]=2)=[CH:27][CH:26]=[CH:25][C:24]=3[CH3:30])[CH3:19])[N:3]=1.[Cl:43][C:44]1[N:52]=[C:51]2[C:47]([N:48]=[CH:49][NH:50]2)=[C:46]([NH:53][CH:54]([C:56]2[N:57]([C:68]3[CH:73]=[CH:72][CH:71]=[CH:70][CH:69]=3)[C:58](=[O:67])[C:59]3[C:64]([CH:65]=2)=[CH:63][CH:62]=[CH:61][C:60]=3[CH3:66])[CH3:55])[N:45]=1, predict the reactants needed to synthesize it. (4) Given the product [CH:20]1([C:2]2[CH:7]=[CH:6][C:5]([C:8]3[CH:12]=[C:11]([CH2:13][CH2:14][OH:15])[O:10][N:9]=3)=[C:4]([C:16]([F:19])([F:18])[F:17])[CH:3]=2)[CH2:22][CH2:21]1, predict the reactants needed to synthesize it. The reactants are: Br[C:2]1[CH:7]=[CH:6][C:5]([C:8]2[CH:12]=[C:11]([CH2:13][CH2:14][OH:15])[O:10][N:9]=2)=[C:4]([C:16]([F:19])([F:18])[F:17])[CH:3]=1.[CH:20]1(B(O)O)[CH2:22][CH2:21]1.C(N(C(C)C)CC)(C)C.[OH-].[Na+].S(=O)(=O)(O)O. (5) Given the product [C:1]([O:5][C:6]([NH:8][C:9]1[CH:17]=[CH:16][CH:15]=[C:14]2[C:10]=1[CH:11]=[CH:12][N:13]2[C:18]([C:29]1[CH:30]=[CH:31][C:32]([Cl:35])=[CH:33][CH:34]=1)([CH:27]=[O:28])[CH2:19][C:20]([O:22][C:23]([CH3:26])([CH3:25])[CH3:24])=[O:21])=[O:7])([CH3:2])([CH3:3])[CH3:4], predict the reactants needed to synthesize it. The reactants are: [C:1]([O:5][C:6]([NH:8][C:9]1[CH:17]=[CH:16][CH:15]=[C:14]2[C:10]=1[CH:11]=[CH:12][N:13]2[C:18]([C:29]1[CH:34]=[CH:33][C:32]([Cl:35])=[CH:31][CH:30]=1)([CH2:27][OH:28])[CH2:19][C:20]([O:22][C:23]([CH3:26])([CH3:25])[CH3:24])=[O:21])=[O:7])([CH3:4])([CH3:3])[CH3:2].CC(OI1(OC(C)=O)(OC(C)=O)OC(=O)C2C=CC=CC1=2)=O. (6) Given the product [S:21]1[CH:22]=[CH:23][CH:24]=[C:20]1[C:10]1[CH:11]=[C:12]([F:15])[CH:13]=[CH:14][C:9]=1[O:8][CH3:7], predict the reactants needed to synthesize it. The reactants are: O1CCOCC1.[CH3:7][O:8][C:9]1[CH:14]=[CH:13][C:12]([F:15])=[CH:11][C:10]=1B(O)O.Br[C:20]1[S:21][CH:22]=[CH:23][CH:24]=1.C(=O)([O-])[O-].[K+].[K+].